Dataset: Retrosynthesis with 50K atom-mapped reactions and 10 reaction types from USPTO. Task: Predict the reactants needed to synthesize the given product. (1) Given the product COC(=O)c1ccc2ccccc2c1-c1ccccc1, predict the reactants needed to synthesize it. The reactants are: COC(=O)c1ccc2ccccc2c1Br.OB(O)c1ccccc1. (2) Given the product Nc1c(NC(=O)CCl)ccc2c1C(=O)c1ccccc1C2=O, predict the reactants needed to synthesize it. The reactants are: Nc1ccc2c(c1N)C(=O)c1ccccc1C2=O.O=C(Cl)CCl. (3) Given the product NCC(O)c1cccc(Br)c1, predict the reactants needed to synthesize it. The reactants are: [N-]=[N+]=NCC(O)c1cccc(Br)c1. (4) Given the product CCOC(=O)c1nc(Cl)ncc1NC1CC1, predict the reactants needed to synthesize it. The reactants are: CCOC(=O)c1nc(Cl)ncc1F.NC1CC1.